From a dataset of NCI-60 drug combinations with 297,098 pairs across 59 cell lines. Regression. Given two drug SMILES strings and cell line genomic features, predict the synergy score measuring deviation from expected non-interaction effect. Drug 1: C1CC(=O)NC(=O)C1N2CC3=C(C2=O)C=CC=C3N. Drug 2: C1=NNC2=C1C(=O)NC=N2. Cell line: SK-MEL-28. Synergy scores: CSS=2.41, Synergy_ZIP=1.78, Synergy_Bliss=4.80, Synergy_Loewe=1.63, Synergy_HSA=0.572.